This data is from Forward reaction prediction with 1.9M reactions from USPTO patents (1976-2016). The task is: Predict the product of the given reaction. (1) The product is: [Br:1][C:2]1[C:11]2[C:6](=[CH:7][CH:8]=[C:9]([Cl:13])[C:10]=2[F:12])[N:5]=[CH:4][C:3]=1[NH2:14]. Given the reactants [Br:1][C:2]1[C:11]2[C:6](=[CH:7][CH:8]=[C:9]([Cl:13])[C:10]=2[F:12])[N:5]=[CH:4][C:3]=1[N+:14]([O-])=O, predict the reaction product. (2) Given the reactants [NH2:1][CH2:2][CH2:3][NH:4][C:5]([CH:7]1[CH2:21][CH2:20][C:10]2[N:11]=[C:12]([C:14]3[N:15]=[C:16]([CH3:19])[NH:17][CH:18]=3)[S:13][C:9]=2[CH2:8]1)=[O:6].[C:22]1([N:28]2[CH:32]=[C:31]([C:33](O)=[O:34])[C:30]([C:36]([F:39])([F:38])[F:37])=[N:29]2)[CH:27]=[CH:26][CH:25]=[CH:24][CH:23]=1.C1C=CC2N(O)N=NC=2C=1.O.CCN=C=NCCCN(C)C.Cl.CCN(C(C)C)C(C)C, predict the reaction product. The product is: [CH3:19][C:16]1[NH:17][CH:18]=[C:14]([C:12]2[S:13][C:9]3[CH2:8][CH:7]([C:5]([NH:4][CH2:3][CH2:2][NH:1][C:33]([C:31]4[C:30]([C:36]([F:39])([F:37])[F:38])=[N:29][N:28]([C:22]5[CH:27]=[CH:26][CH:25]=[CH:24][CH:23]=5)[CH:32]=4)=[O:34])=[O:6])[CH2:21][CH2:20][C:10]=3[N:11]=2)[N:15]=1. (3) Given the reactants [Cl:1][C:2]1[N:3]=[C:4]2[N:8]([CH:9]=1)[CH:7]=[CH:6][S:5]2.S(=O)(=O)(O)O.[C:15](OC(=O)C)(=[O:17])[CH3:16], predict the reaction product. The product is: [Cl:1][C:2]1[N:3]=[C:4]2[N:8]([C:9]=1[C:15](=[O:17])[CH3:16])[CH:7]=[CH:6][S:5]2. (4) Given the reactants [C:1]([C:4]1[C:12]2[C:11]([CH3:13])=[C:10]([C:14]([NH:16][C:17]3[CH:26]=[C:25]([C:27]([OH:30])([CH3:29])[CH3:28])[C:24]4[C:19](=[CH:20][CH:21]=[CH:22][CH:23]=4)[N:18]=3)=[O:15])[S:9][C:8]=2[C:7]([C:31](=[O:33])[CH3:32])=[CH:6][CH:5]=1)(=[O:3])[CH3:2].[BrH:34], predict the reaction product. The product is: [BrH:34].[C:1]([C:4]1[C:12]2[C:11]([CH3:13])=[C:10]([C:14]([NH:16][C:17]3[CH:26]=[C:25]([C:27]([OH:30])([CH3:29])[CH3:28])[C:24]4[C:19](=[CH:20][CH:21]=[CH:22][CH:23]=4)[N:18]=3)=[O:15])[S:9][C:8]=2[C:7]([C:31](=[O:33])[CH3:32])=[CH:6][CH:5]=1)(=[O:3])[CH3:2].